Dataset: Reaction yield outcomes from USPTO patents with 853,638 reactions. Task: Predict the reaction yield, written as a fraction of the theoretical maximum amount of product (1.0 means a 100% yield; for example, 0.34 means a 34% yield). (1) The reactants are C(N(CC)CC)C.C1C=CC(N([S:15]([C:18]([F:21])([F:20])[F:19])(=[O:17])=[O:16])[S:15]([C:18]([F:21])([F:20])[F:19])(=[O:17])=[O:16])=CC=1.[F:29][C:30]1[CH:35]=[CH:34][C:33]([C:36]2[O:37][C:38]3[CH:48]=[C:47]([N+:49]([O-:51])=[O:50])[C:46]([OH:52])=[CH:45][C:39]=3[C:40]=2[C:41]([NH:43][CH3:44])=[O:42])=[CH:32][CH:31]=1. The catalyst is C(Cl)Cl.CCOC(C)=O. The product is [F:19][C:18]([F:21])([F:20])[S:15]([O:52][C:46]1[C:47]([N+:49]([O-:51])=[O:50])=[CH:48][C:38]2[O:37][C:36]([C:33]3[CH:32]=[CH:31][C:30]([F:29])=[CH:35][CH:34]=3)=[C:40]([C:41](=[O:42])[NH:43][CH3:44])[C:39]=2[CH:45]=1)(=[O:17])=[O:16]. The yield is 0.670. (2) The product is [C:14]([O:13][C:11]([NH:18][CH2:19][CH2:20][S:21][CH2:7][C:8]([OH:10])=[O:9])=[O:12])([CH3:17])([CH3:16])[CH3:15]. The yield is 0.960. The reactants are C(=O)(O)[O-].[Na+].Br[CH2:7][C:8]([OH:10])=[O:9].[C:11]([NH:18][CH2:19][CH2:20][SH:21])([O:13][C:14]([CH3:17])([CH3:16])[CH3:15])=[O:12]. The catalyst is O. (3) The reactants are [Cl:1][C:2]1[CH:11]=[C:10](N)[C:9]2[C:4](=[CH:5][CH:6]=[C:7]([O:13][CH3:14])[CH:8]=2)[N:3]=1.N([O-])=O.[Na+].C1C=CN=CC=1.[FH:25]. No catalyst specified. The product is [Cl:1][C:2]1[CH:11]=[C:10]([F:25])[C:9]2[C:4](=[CH:5][CH:6]=[C:7]([O:13][CH3:14])[CH:8]=2)[N:3]=1. The yield is 0.400. (4) The reactants are O.ON1C2C=CC=CC=2N=N1.Cl.[CH3:13][N:14](C)[CH2:15][CH2:16][CH2:17]N=C=NCC.[CH2:24]([O:26][C:27](=[O:53])[C:28]1[CH:29]=[C:30]([CH:34]=[C:35]([N:38]([CH2:46][C:47]2[CH:52]=[CH:51][CH:50]=[CH:49][CH:48]=2)[CH2:39][C:40]2[CH:45]=[CH:44][CH:43]=[CH:42][CH:41]=2)[C:36]=1[F:37])[C:31](O)=[O:32])[CH3:25].CNCCC.C(=O)([O-])[O-].[K+].[K+]. The catalyst is ClCCl. The product is [CH2:24]([O:26][C:27](=[O:53])[C:28]1[C:36]([F:37])=[C:35]([N:38]([CH2:39][C:40]2[CH:45]=[CH:44][CH:43]=[CH:42][CH:41]=2)[CH2:46][C:47]2[CH:52]=[CH:51][CH:50]=[CH:49][CH:48]=2)[CH:34]=[C:30]([C:31]([N:14]([CH3:13])[CH2:15][CH2:16][CH3:17])=[O:32])[CH:29]=1)[CH3:25]. The yield is 0.650. (5) The product is [N+:27]([C:24]1[CH:25]=[CH:26][C:21]([C:11]2[C:12]3[S:13][C:14]4[CH:20]=[CH:19][CH:18]=[CH:17][C:15]=4[C:16]=3[CH:8]=[CH:6][C:5]=2[OH:7])=[N:22][CH:23]=1)([O-:29])=[O:28]. The reactants are C(O[C:5](=[O:7])[CH3:6])(=O)C.[CH:8]1[C:16]2[C:15]3[CH:17]=[CH:18][CH:19]=[CH:20][C:14]=3[S:13][C:12]=2[C:11]([C:21]2[CH:26]=[CH:25][C:24]([N+:27]([O-:29])=[O:28])=[CH:23][N:22]=2)=CC=1.C(OC1C(OC(=O)C)=C(I)C=CC=1)(=O)C.[OH-].[Na+]. The yield is 0.640. The catalyst is CO.C([O-])(=O)C.[Pd+2].C([O-])(=O)C.C1(C)C=CC=CC=1. (6) The reactants are [Cl:1][C:2]1[N:3]=[C:4]([N:14]2[CH2:19][CH2:18][O:17][CH2:16][CH2:15]2)[C:5]2[S:10][C:9]([CH2:11][NH:12][CH3:13])=[CH:8][C:6]=2[N:7]=1.[CH3:20][N:21]1[CH:25]=[C:24]([CH:26]=O)[N:23]=[CH:22]1. No catalyst specified. The product is [Cl:1][C:2]1[N:3]=[C:4]([N:14]2[CH2:19][CH2:18][O:17][CH2:16][CH2:15]2)[C:5]2[S:10][C:9]([CH2:11][N:12]([CH3:13])[CH2:26][C:24]3[N:23]=[CH:22][N:21]([CH3:20])[CH:25]=3)=[CH:8][C:6]=2[N:7]=1. The yield is 0.930. (7) The reactants are [CH3:1][N:2]1[C:10]([CH:11]=O)=[N:9][C:8]2[C:3]1=[N:4][C:5]([N:19]1[C:23]3[CH:24]=[CH:25][CH:26]=[CH:27][C:22]=3[N:21]=[C:20]1[CH3:28])=[N:6][C:7]=2[N:13]1[CH2:18][CH2:17][O:16][CH2:15][CH2:14]1.[NH:29]1[CH2:32][CH:31]([CH2:33][N:34]([CH3:40])[CH:35]2[CH2:39][CH2:38][O:37][CH2:36]2)[CH2:30]1.[C:41](O[BH-](OC(=O)C)OC(=O)C)(=O)C.[Na+]. The catalyst is ClCCCl. The product is [CH2:28]([C:20]1[N:19]([C:5]2[N:4]=[C:3]3[C:8]([N:9]=[C:10]([CH2:11][N:29]4[CH2:32][CH:31]([CH2:33][N:34]([CH3:40])[CH:35]5[CH2:39][CH2:38][O:37][CH2:36]5)[CH2:30]4)[N:2]3[CH3:1])=[C:7]([N:13]3[CH2:14][CH2:15][O:16][CH2:17][CH2:18]3)[N:6]=2)[C:23]2[CH:24]=[CH:25][CH:26]=[CH:27][C:22]=2[N:21]=1)[CH3:41]. The yield is 0.730. (8) The reactants are [C:1]1([CH3:10])[C:2]([OH:9])=[C:3]([OH:8])[C:4]([CH3:7])=[CH:5][CH:6]=1.N1C=C[CH:14]=[CH:13][CH:12]=1.[C:17](Cl)(=[O:24])[C:18]1[CH:23]=[CH:22][CH:21]=[CH:20][CH:19]=1.[O:26]1[CH2:30][CH2:29][CH2:28][CH2:27]1. No catalyst specified. The product is [C:17]([O:8][C:3]1[C:4]([CH3:7])=[CH:5][CH:6]=[C:1]([CH3:10])[C:2]=1[O:9][C:30](=[O:26])[C:29]1[CH:14]=[CH:13][CH:12]=[CH:27][CH:28]=1)(=[O:24])[C:18]1[CH:23]=[CH:22][CH:21]=[CH:20][CH:19]=1. The yield is 0.950.